This data is from NCI-60 drug combinations with 297,098 pairs across 59 cell lines. The task is: Regression. Given two drug SMILES strings and cell line genomic features, predict the synergy score measuring deviation from expected non-interaction effect. (1) Drug 1: COC1=CC(=CC(=C1O)OC)C2C3C(COC3=O)C(C4=CC5=C(C=C24)OCO5)OC6C(C(C7C(O6)COC(O7)C8=CC=CS8)O)O. Drug 2: CC1C(C(CC(O1)OC2CC(OC(C2O)C)OC3=CC4=CC5=C(C(=O)C(C(C5)C(C(=O)C(C(C)O)O)OC)OC6CC(C(C(O6)C)O)OC7CC(C(C(O7)C)O)OC8CC(C(C(O8)C)O)(C)O)C(=C4C(=C3C)O)O)O)O. Cell line: LOX IMVI. Synergy scores: CSS=25.3, Synergy_ZIP=-4.15, Synergy_Bliss=-4.35, Synergy_Loewe=-9.62, Synergy_HSA=-3.40. (2) Drug 1: C1=CC(=C2C(=C1NCCNCCO)C(=O)C3=C(C=CC(=C3C2=O)O)O)NCCNCCO. Drug 2: CC(C)NC(=O)C1=CC=C(C=C1)CNNC.Cl. Cell line: T-47D. Synergy scores: CSS=34.7, Synergy_ZIP=6.46, Synergy_Bliss=7.01, Synergy_Loewe=-29.4, Synergy_HSA=6.05. (3) Drug 1: CC1=C2C(C(=O)C3(C(CC4C(C3C(C(C2(C)C)(CC1OC(=O)C(C(C5=CC=CC=C5)NC(=O)C6=CC=CC=C6)O)O)OC(=O)C7=CC=CC=C7)(CO4)OC(=O)C)O)C)OC(=O)C. Drug 2: C1CCC(C(C1)N)N.C(=O)(C(=O)[O-])[O-].[Pt+4]. Cell line: SF-539. Synergy scores: CSS=77.1, Synergy_ZIP=9.20, Synergy_Bliss=8.57, Synergy_Loewe=5.18, Synergy_HSA=10.2. (4) Drug 1: C1=C(C(=O)NC(=O)N1)F. Drug 2: CN1C2=C(C=C(C=C2)N(CCCl)CCCl)N=C1CCCC(=O)O.Cl. Cell line: CCRF-CEM. Synergy scores: CSS=25.9, Synergy_ZIP=-12.9, Synergy_Bliss=-16.6, Synergy_Loewe=-13.1, Synergy_HSA=-12.1. (5) Drug 1: C1CC(C1)(C(=O)O)C(=O)O.[NH2-].[NH2-].[Pt+2]. Drug 2: CC1C(C(CC(O1)OC2CC(CC3=C2C(=C4C(=C3O)C(=O)C5=C(C4=O)C(=CC=C5)OC)O)(C(=O)CO)O)N)O.Cl. Cell line: SR. Synergy scores: CSS=61.7, Synergy_ZIP=-2.01, Synergy_Bliss=-1.81, Synergy_Loewe=-2.58, Synergy_HSA=2.17. (6) Drug 1: CC1C(C(=O)NC(C(=O)N2CCCC2C(=O)N(CC(=O)N(C(C(=O)O1)C(C)C)C)C)C(C)C)NC(=O)C3=C4C(=C(C=C3)C)OC5=C(C(=O)C(=C(C5=N4)C(=O)NC6C(OC(=O)C(N(C(=O)CN(C(=O)C7CCCN7C(=O)C(NC6=O)C(C)C)C)C)C(C)C)C)N)C. Drug 2: CC(C)NC(=O)C1=CC=C(C=C1)CNNC.Cl. Cell line: 786-0. Synergy scores: CSS=10.0, Synergy_ZIP=-6.02, Synergy_Bliss=-1.77, Synergy_Loewe=-1.21, Synergy_HSA=-1.20.